From a dataset of Full USPTO retrosynthesis dataset with 1.9M reactions from patents (1976-2016). Predict the reactants needed to synthesize the given product. (1) Given the product [NH2:11][C:9]1[N:8]=[CH:7][N:6]=[C:5]2[N:4]([CH:12]3[CH2:16][CH2:15][N:14]([CH3:17])[CH2:13]3)[N:3]=[C:2]([C:26]3[CH:27]=[CH:28][C:29]([NH:32][C:33]4[O:34][C:35]5[C:41]([CH3:42])=[CH:40][C:39]([CH3:43])=[CH:38][C:36]=5[N:37]=4)=[CH:30][CH:31]=3)[C:10]=12, predict the reactants needed to synthesize it. The reactants are: I[C:2]1[C:10]2[C:5](=[N:6][CH:7]=[N:8][C:9]=2[NH2:11])[N:4]([CH:12]2[CH2:16][CH2:15][N:14]([CH3:17])[CH2:13]2)[N:3]=1.CC1(C)C(C)(C)OB([C:26]2[CH:31]=[CH:30][C:29]([NH:32][C:33]3[O:34][C:35]4[C:41]([CH3:42])=[CH:40][C:39]([CH3:43])=[CH:38][C:36]=4[N:37]=3)=[CH:28][CH:27]=2)O1.NC1N=CN=C2N([C@H]3CC[C@@H](N4CCN(C)CC4)CC3)N=C(C3C=CC(NC4OC5C=CC=CC=5N=4)=C(F)C=3)C=12. (2) Given the product [CH3:8][O:7][C:5](=[O:6])[C:4]1[CH:3]=[C:2]([OH:1])[CH:11]=[C:10]([O:12][CH2:21][CH:20]=[CH2:19])[CH:9]=1, predict the reactants needed to synthesize it. The reactants are: [OH:1][C:2]1[CH:3]=[C:4]([CH:9]=[C:10]([OH:12])[CH:11]=1)[C:5]([O:7][CH3:8])=[O:6].C(=O)([O-])[O-].[K+].[K+].[CH2:19](Br)[CH:20]=[CH2:21]. (3) Given the product [Cl:21][C:22]1[CH:23]=[C:24]2[C:29](=[CH:30][C:31]=1[O:32][C:2]1[CH:19]=[CH:18][C:5]([C:6](=[O:7])[NH:8][CH2:9][CH2:10][C:11]3[CH:16]=[CH:15][C:14]([Cl:17])=[CH:13][CH:12]=3)=[CH:4][C:3]=1[CH3:20])[O:28][CH2:27][CH2:26][CH:25]2[C:33]([O:35][CH2:36][CH3:37])=[O:34], predict the reactants needed to synthesize it. The reactants are: Br[C:2]1[CH:19]=[CH:18][C:5]([C:6]([NH:8][CH2:9][CH2:10][C:11]2[CH:16]=[CH:15][C:14]([Cl:17])=[CH:13][CH:12]=2)=[O:7])=[CH:4][C:3]=1[CH3:20].[Cl:21][C:22]1[CH:23]=[C:24]2[C:29](=[CH:30][C:31]=1[OH:32])[O:28][CH2:27][CH2:26][CH:25]2[C:33]([O:35][CH2:36][CH3:37])=[O:34].CN(C)CC(O)=O.C(=O)([O-])[O-].[Cs+].[Cs+]. (4) The reactants are: [Cl:1][C:2]1[C:3]([C:18]2[S:19][C:20]([C:23]3[N:24]=[C:25]4[CH:30]=[CH:29][C:28]([C:31]([F:34])([F:33])[F:32])=[CH:27][N:26]4[CH:35]=3)=[N:21][N:22]=2)=[CH:4][C:5]([F:17])=[C:6]([CH:16]=1)[O:7][CH2:8][C:9]1([CH3:15])[CH2:13][O:12]C(=O)[NH:10]1. Given the product [ClH:1].[NH2:10][C:9]([CH3:15])([CH2:8][O:7][C:6]1[CH:16]=[C:2]([Cl:1])[C:3]([C:18]2[S:19][C:20]([C:23]3[N:24]=[C:25]4[CH:30]=[CH:29][C:28]([C:31]([F:33])([F:32])[F:34])=[CH:27][N:26]4[CH:35]=3)=[N:21][N:22]=2)=[CH:4][C:5]=1[F:17])[CH2:13][OH:12], predict the reactants needed to synthesize it. (5) Given the product [CH2:1]([NH:8][C:15]([C:17]1[S:18][CH:19]=[CH:20][C:21]=1[NH:22][C:23]1[C:24]2[CH:31]=[CH:30][NH:29][C:25]=2[N:26]=[CH:27][N:28]=1)=[O:14])[C:2]1[CH:7]=[CH:6][CH:5]=[CH:4][CH:3]=1, predict the reactants needed to synthesize it. The reactants are: [CH2:1]([NH2:8])[C:2]1[CH:7]=[CH:6][CH:5]=[CH:4][CH:3]=1.C[Al](C)C.C[O:14][C:15]([C:17]1[S:18][CH:19]=[CH:20][C:21]=1[NH:22][C:23]1[C:24]2[CH:31]=[CH:30][NH:29][C:25]=2[N:26]=[CH:27][N:28]=1)=O.O.